From a dataset of TCR-epitope binding with 47,182 pairs between 192 epitopes and 23,139 TCRs. Binary Classification. Given a T-cell receptor sequence (or CDR3 region) and an epitope sequence, predict whether binding occurs between them. (1) The epitope is LPRRSGAAGA. The TCR CDR3 sequence is CASSLGQGNTEAFF. Result: 1 (the TCR binds to the epitope). (2) The epitope is HSKKKCDEL. The TCR CDR3 sequence is CASSSGYSNQPQHF. Result: 0 (the TCR does not bind to the epitope). (3) The epitope is EEHVQIHTI. The TCR CDR3 sequence is CASSRPPLAGLEETQYF. Result: 1 (the TCR binds to the epitope). (4) The epitope is PKYVKQNTLKLAT. The TCR CDR3 sequence is CAYQEVNTGELFF. Result: 0 (the TCR does not bind to the epitope). (5) The epitope is RPHERNGFTVL. The TCR CDR3 sequence is CASSLTLSGSSYNEQFF. Result: 0 (the TCR does not bind to the epitope). (6) The epitope is HPKVSSEVHI. The TCR CDR3 sequence is CASSFRDSSNTEAFF. Result: 0 (the TCR does not bind to the epitope). (7) The TCR CDR3 sequence is CASSIMGASPQHF. The epitope is FLNRFTTTL. Result: 0 (the TCR does not bind to the epitope).